Dataset: Full USPTO retrosynthesis dataset with 1.9M reactions from patents (1976-2016). Task: Predict the reactants needed to synthesize the given product. (1) Given the product [N:1]1([C:20]2[N:25]=[CH:24][N:23]=[C:22]([NH:26][C:27]3[CH:28]=[CH:29][C:30]([O:33][C:34]([F:35])([F:36])[F:37])=[CH:31][CH:32]=3)[CH:21]=2)[C:9]2=[N:8][CH:7]=[CH:6][CH:5]=[C:4]2[CH:3]=[CH:2]1, predict the reactants needed to synthesize it. The reactants are: [NH:1]1[C:9]2[C:4](=[CH:5][CH:6]=[CH:7][N:8]=2)[CH:3]=[CH:2]1.CCN(C(C)C)C(C)C.Cl[C:20]1[N:25]=[CH:24][N:23]=[C:22]([NH:26][C:27]2[CH:32]=[CH:31][C:30]([O:33][C:34]([F:37])([F:36])[F:35])=[CH:29][CH:28]=2)[CH:21]=1. (2) Given the product [F:1][C@@H:2]1[CH2:6][CH2:5][N:4]([C:7]2[C:8]([NH:20][C:38]([C:34]3[O:35][CH:36]=[CH:37][C:33]=3[CH3:32])=[O:39])=[C:9]([CH3:19])[CH:10]=[C:11]([N:13]3[CH2:18][CH2:17][O:16][CH2:15][CH2:14]3)[N:12]=2)[CH2:3]1, predict the reactants needed to synthesize it. The reactants are: [F:1][C@@H:2]1[CH2:6][CH2:5][N:4]([C:7]2[N:12]=[C:11]([N:13]3[CH2:18][CH2:17][O:16][CH2:15][CH2:14]3)[CH:10]=[C:9]([CH3:19])[C:8]=2[N+:20]([O-])=O)[CH2:3]1.CCN(C(C)C)C(C)C.[CH3:32][C:33]1[CH:37]=[CH:36][O:35][C:34]=1[C:38](Cl)=[O:39]. (3) Given the product [C:27]([O:30][CH2:31][C:32]1[C:33]([N:47]2[CH2:59][CH2:58][N:50]3[C:51]4[CH2:52][CH2:53][CH2:54][CH2:55][C:56]=4[CH:57]=[C:49]3[C:48]2=[O:60])=[N:34][CH:35]=[CH:36][C:37]=1[C:2]1[CH:3]=[C:4]([NH:10][C:11]2[CH:26]=[C:14]3[CH2:15][N:16]([C:19]([O:21][C:22]([CH3:25])([CH3:24])[CH3:23])=[O:20])[CH2:17][CH2:18][N:13]3[N:12]=2)[C:5](=[O:9])[N:6]([CH3:8])[CH:7]=1)(=[O:29])[CH3:28], predict the reactants needed to synthesize it. The reactants are: Br[C:2]1[CH:3]=[C:4]([NH:10][C:11]2[CH:26]=[C:14]3[CH2:15][N:16]([C:19]([O:21][C:22]([CH3:25])([CH3:24])[CH3:23])=[O:20])[CH2:17][CH2:18][N:13]3[N:12]=2)[C:5](=[O:9])[N:6]([CH3:8])[CH:7]=1.[C:27]([O:30][CH2:31][C:32]1[C:33]([N:47]2[CH2:59][CH2:58][N:50]3[C:51]4[CH2:52][CH2:53][CH2:54][CH2:55][C:56]=4[CH:57]=[C:49]3[C:48]2=[O:60])=[N:34][CH:35]=[CH:36][C:37]=1B1OC(C)(C)C(C)(C)O1)(=[O:29])[CH3:28].C([O-])(=O)C.[Na+].[O-]P([O-])([O-])=O.[K+].[K+].[K+]. (4) Given the product [CH:1]1([CH:6]=[C:7]([C:33]2[CH:38]=[N:37][C:36]([S:39][CH3:40])=[CH:35][CH:34]=2)[C:8]([O:10][CH3:11])=[O:9])[CH2:5][CH2:4][CH2:3][CH2:2]1, predict the reactants needed to synthesize it. The reactants are: [CH:1]1(/[CH:6]=[C:7](\I)/[C:8]([O:10][CH3:11])=[O:9])[CH2:5][CH2:4][CH2:3][CH2:2]1.C1C=CC(P(C2C=CC=CC=2)C2C=CC=CC=2)=CC=1.Br[C:33]1[CH:34]=[CH:35][C:36]([S:39][CH3:40])=[N:37][CH:38]=1. (5) Given the product [CH2:7]([C:9]1[C:14]([CH2:15][OH:16])=[CH:13][CH:12]=[CH:11][N:10]=1)[CH3:8], predict the reactants needed to synthesize it. The reactants are: [H-].[Al+3].[Li+].[H-].[H-].[H-].[CH2:7]([C:9]1[C:14]([C:15](OCC)=[O:16])=[CH:13][CH:12]=[CH:11][N:10]=1)[CH3:8].